Dataset: Full USPTO retrosynthesis dataset with 1.9M reactions from patents (1976-2016). Task: Predict the reactants needed to synthesize the given product. (1) Given the product [O:4]=[C:5]1[CH2:6][CH2:7][N:8]([C:11]2[CH:16]=[CH:15][C:14]([N:17]3[CH2:21][C@H:20]([CH2:22][O:23][C:24]4[CH:28]=[CH:27][O:26][N:25]=4)[O:19][C:18]3=[O:29])=[CH:13][C:12]=2[F:30])[CH2:9][CH2:10]1, predict the reactants needed to synthesize it. The reactants are: O1[C:5]2([CH2:10][CH2:9][N:8]([C:11]3[CH:16]=[CH:15][C:14]([N:17]4[CH2:21][C@H:20]([CH2:22][O:23][C:24]5[CH:28]=[CH:27][O:26][N:25]=5)[O:19][C:18]4=[O:29])=[CH:13][C:12]=3[F:30])[CH2:7][CH2:6]2)[O:4]CC1. (2) Given the product [Cl:7][C:8]1[N:9]=[C:10]([NH:1][C:2]2[S:3][CH:4]=[CH:5][N:6]=2)[CH:11]=[CH:12][CH:13]=1, predict the reactants needed to synthesize it. The reactants are: [NH2:1][C:2]1[S:3][CH:4]=[CH:5][N:6]=1.[Cl:7][C:8]1[CH:13]=[CH:12][CH:11]=[C:10](Cl)[N:9]=1.C(=O)([O-])[O-].[Cs+].[Cs+].C1(C)C=CC=CC=1. (3) Given the product [CH:18]([NH:17][C:8]1[CH:7]=[C:6]([CH:11]=[C:10]([S@:12]([CH2:14][CH2:15][CH3:16])=[O:13])[N:9]=1)[C:5]([OH:22])=[O:4])([CH2:20][CH3:21])[CH3:19], predict the reactants needed to synthesize it. The reactants are: [OH-].[Li+].C[O:4][C:5](=[O:22])[C:6]1[CH:11]=[C:10]([S@:12]([CH2:14][CH2:15][CH3:16])=[O:13])[N:9]=[C:8]([NH:17][CH:18]([CH2:20][CH3:21])[CH3:19])[CH:7]=1. (4) The reactants are: [Br:1][C:2]1[CH:11]=[CH:10][C:9]2[O:8][C@@H:7]3[CH2:12][CH2:13][O:14][C@H:15]([CH3:16])[C@H:6]3[C:5](=O)[C:4]=2[CH:3]=1.[C:18](=[O:21])([O-])[O-:19].[NH4+:22].[NH4+:23].[C-]#N.[K+].S([O-])(O)=O.[Na+].Cl.C[CH2:34][O:35][C:36](C)=[O:37]. Given the product [Br:1][C:2]1[CH:11]=[CH:10][C:9]2[O:8][C@H:7]3[CH2:12][CH2:13][O:14][C@@H:15]([CH3:16])[C@@H:6]3[C@:5]3([C:36](=[O:37])[NH:23][C:18](=[O:21])[NH:22]3)[C:4]=2[CH:3]=1.[Br:1][C:2]1[CH:11]=[CH:10][C:9]2[O:8][C@@H:7]3[CH2:12][CH2:13][O:14][C@H:15]([CH3:16])[C@H:6]3[C@:5]3([C:34](=[O:35])[NH:23][C:18](=[O:19])[NH:22]3)[C:4]=2[CH:3]=1, predict the reactants needed to synthesize it. (5) The reactants are: [Cl:1][C:2]1[CH:7]=[CH:6][C:5]([CH:8]([C:36]2[CH:41]=[CH:40][C:39]([Cl:42])=[CH:38][CH:37]=2)[C:9]2[CH:10]=[C:11]3[C:16](=[CH:17][CH:18]=2)[N:15]=[C:14]([O:19][CH2:20][C:21](O)=[O:22])[N:13]=[C:12]3[NH:24][CH2:25][C:26]2[CH:31]=[CH:30][CH:29]=[C:28]([C:32]([F:35])([F:34])[F:33])[CH:27]=2)=[CH:4][CH:3]=1.[NH2:43][CH2:44][CH2:45][OH:46].CN(C(ON1N=NC2C=CC=NC1=2)=[N+](C)C)C.F[P-](F)(F)(F)(F)F.CCN(C(C)C)C(C)C. Given the product [Cl:1][C:2]1[CH:7]=[CH:6][C:5]([CH:8]([C:36]2[CH:41]=[CH:40][C:39]([Cl:42])=[CH:38][CH:37]=2)[C:9]2[CH:10]=[C:11]3[C:16](=[CH:17][CH:18]=2)[N:15]=[C:14]([O:19][CH2:20][C:21]([NH:43][CH2:44][CH2:45][OH:46])=[O:22])[N:13]=[C:12]3[NH:24][CH2:25][C:26]2[CH:31]=[CH:30][CH:29]=[C:28]([C:32]([F:34])([F:33])[F:35])[CH:27]=2)=[CH:4][CH:3]=1, predict the reactants needed to synthesize it. (6) Given the product [C:8]([O:18][CH2:17][C@@:16]([NH:15][C:6](=[O:29])[CH3:7])([CH3:28])[CH2:19][CH2:20][C:21]1[N:22]([CH2:26][CH3:27])[CH:23]=[CH:24][CH:25]=1)(=[O:10])[CH3:9], predict the reactants needed to synthesize it. The reactants are: C(N([CH2:6][CH3:7])CC)C.[C:8](OC(=O)C)(=[O:10])[CH3:9].[NH2:15][C@:16]([CH3:28])([CH2:19][CH2:20][C:21]1[N:22]([CH2:26][CH3:27])[CH:23]=[CH:24][CH:25]=1)[CH2:17][OH:18].[OH2:29].